This data is from Reaction yield outcomes from USPTO patents with 853,638 reactions. The task is: Predict the reaction yield, written as a fraction of the theoretical maximum amount of product (1.0 means a 100% yield; for example, 0.34 means a 34% yield). (1) The reactants are [Cl:1][C:2]1[C:11]([CH:12]=[O:13])=[CH:10][C:9]2[C:4](=[CH:5][CH:6]=[C:7]([O:14]C)[CH:8]=2)[N:3]=1.B(Br)(Br)Br. The catalyst is C(Cl)Cl. The yield is 0.640. The product is [Cl:1][C:2]1[C:11]([CH:12]=[O:13])=[CH:10][C:9]2[C:4](=[CH:5][CH:6]=[C:7]([OH:14])[CH:8]=2)[N:3]=1. (2) The reactants are [F:1][C:2]1[CH:7]=[C:6]([S:8][CH3:9])[CH:5]=[CH:4][C:3]=1[NH:10][C:11]1[C:12]([C:20]([O:22]CC)=O)=[N:13][N:14]([CH3:19])[C:15](=[O:18])[C:16]=1[CH3:17].C([O:27][CH2:28][CH2:29][O:30][NH2:31])=C. No catalyst specified. The product is [F:1][C:2]1[CH:7]=[C:6]([S:8][CH3:9])[CH:5]=[CH:4][C:3]=1[NH:10][C:11]1[C:12]([C:20]([NH:31][O:30][CH2:29][CH2:28][OH:27])=[O:22])=[N:13][N:14]([CH3:19])[C:15](=[O:18])[C:16]=1[CH3:17]. The yield is 0.780. (3) The reactants are C[N:2]([CH3:19])/[CH:3]=[C:4](/[C:10](=[O:18])[C:11]1[C:16](F)=[CH:15][CH:14]=[CH:13][N:12]=1)\[C:5]([O:7][CH2:8][CH3:9])=[O:6].P([O-])([O-])([O-])=O.[K+].[K+].[K+].[F:28][C:29]([F:45])([F:44])[C:30]1[CH:31]=[C:32]([C:36]2[CH:41]=[CH:40][CH:39]=[CH:38][C:37]=2CN)[CH:33]=[CH:34][CH:35]=1.O. The catalyst is CC(N(C)C)=O. The product is [O:18]=[C:10]1[C:11]2[C:16](=[CH:15][CH:14]=[CH:13][N:12]=2)[N:2]([CH2:19][C:37]2[CH:38]=[CH:39][CH:40]=[CH:41][C:36]=2[C:32]2[CH:33]=[CH:34][CH:35]=[C:30]([C:29]([F:28])([F:45])[F:44])[CH:31]=2)[CH:3]=[C:4]1[C:5]([O:7][CH2:8][CH3:9])=[O:6]. The yield is 0.370. (4) The reactants are C(OC(OCC)CNCC1C=CC=C(OCC)C=1S=C([O-])N(C)C)C.COC1C=C(C=C(OC)C=1OCCC)C=O.[ClH:42].[CH3:43][N:44]([CH3:76])[C:45](=[O:75])[S:46][C:47]1[C:48]([O:72][CH2:73][CH3:74])=[CH:49][CH:50]=[C:51]2[C:56]=1[CH:55]=[N:54][CH:53]=[C:52]2[CH2:57][C:58]1[CH:63]=[C:62]([O:64][CH3:65])[C:61]([O:66][CH2:67][CH2:68][CH3:69])=[C:60]([O:70][CH3:71])[CH:59]=1. The catalyst is CCO.CO. The product is [ClH:42].[CH3:76][N:44]([CH3:43])[C:45](=[O:75])[S:46][C:47]1[C:48]([O:72][CH2:73][CH3:74])=[CH:49][CH:50]=[C:51]2[C:56]=1[CH:55]=[N:54][CH:53]=[C:52]2[CH2:57][C:58]1[CH:59]=[C:60]([O:70][CH3:71])[C:61]([O:66][CH2:67][CH2:68][CH3:69])=[C:62]([O:64][CH3:65])[CH:63]=1. The yield is 0.130. (5) The reactants are [NH:1]1[C:9]2[C:4](=[C:5]([CH2:10][CH2:11][CH2:12][NH:13][C:14]3[N:19]=[C:18]([CH3:20])[C:17]([C:21]([NH:23][C@@H:24]([CH2:28][NH:29][C:30]([C:32]4[S:33][CH:34]=[CH:35][CH:36]=4)=[O:31])[C:25]([OH:27])=[O:26])=[O:22])=[C:16]([CH3:37])[N:15]=3)[CH:6]=[CH:7][CH:8]=2)[CH:3]=[N:2]1.I[CH:39]([CH3:41])[CH3:40].C(=O)([O-])[O-].[K+].[K+]. The catalyst is CN(C=O)C.CCOC(C)=O. The product is [CH:39]([O:26][C:25](=[O:27])[C@@H:24]([NH:23][C:21]([C:17]1[C:16]([CH3:37])=[N:15][C:14]([NH:13][CH2:12][CH2:11][CH2:10][C:5]2[CH:6]=[CH:7][CH:8]=[C:9]3[C:4]=2[CH:3]=[N:2][NH:1]3)=[N:19][C:18]=1[CH3:20])=[O:22])[CH2:28][NH:29][C:30]([C:32]1[S:33][CH:34]=[CH:35][CH:36]=1)=[O:31])([CH3:41])[CH3:40]. The yield is 0.620.